Task: Predict the reactants needed to synthesize the given product.. Dataset: Full USPTO retrosynthesis dataset with 1.9M reactions from patents (1976-2016) (1) Given the product [C:22]([NH:1][C@@H:2]([C:5]([OH:7])=[O:6])[CH2:3][OH:4])([C:23]1[CH:28]=[CH:27][CH:26]=[CH:25][CH:24]=1)([C:35]1[CH:36]=[CH:37][CH:38]=[CH:39][CH:40]=1)[C:29]1[CH:30]=[CH:31][CH:32]=[CH:33][CH:34]=1, predict the reactants needed to synthesize it. The reactants are: [NH2:1][C@@H:2]([C:5]([OH:7])=[O:6])[CH2:3][OH:4].C[Si](Cl)(C)C.C[Si](C)(C)N[Si](C)(C)C.[C:22](Cl)([C:35]1[CH:40]=[CH:39][CH:38]=[CH:37][CH:36]=1)([C:29]1[CH:34]=[CH:33][CH:32]=[CH:31][CH:30]=1)[C:23]1[CH:28]=[CH:27][CH:26]=[CH:25][CH:24]=1. (2) Given the product [OH:32][C:33]([CH3:50])([CH2:48][CH3:49])[CH2:34][C:35]([NH:37][C:38]1[CH:39]=[C:40]2[C:45](=[CH:46][CH:47]=1)[CH2:44][N:43]([C:59](=[O:60])[CH2:58][O:57][C:53]1[CH:52]=[N:51][CH:56]=[CH:55][CH:54]=1)[CH2:42][CH2:41]2)=[O:36], predict the reactants needed to synthesize it. The reactants are: F[P-](F)(F)(F)(F)F.N1(OC(N(C)C)=[N+](C)C)C2N=CC=CC=2N=N1.C(N(CC)CC)C.[OH:32][C:33]([CH3:50])([CH2:48][CH3:49])[CH2:34][C:35]([NH:37][C:38]1[CH:39]=[C:40]2[C:45](=[CH:46][CH:47]=1)[CH2:44][NH:43][CH2:42][CH2:41]2)=[O:36].[N:51]1[CH:56]=[CH:55][CH:54]=[C:53]([O:57][CH2:58][C:59](O)=[O:60])[CH:52]=1. (3) Given the product [C:11]1([CH2:10][CH2:9][N:1]2[CH2:6][CH2:5][C:4](=[O:7])[CH2:3][CH2:2]2)[CH:16]=[CH:15][CH:14]=[CH:13][CH:12]=1, predict the reactants needed to synthesize it. The reactants are: [NH:1]1[CH2:6][CH2:5][C:4](=[O:7])[CH2:3][CH2:2]1.Cl[CH2:9][CH2:10][C:11]1[CH:16]=[CH:15][CH:14]=[CH:13][CH:12]=1.